From a dataset of Reaction yield outcomes from USPTO patents with 853,638 reactions. Predict the reaction yield, written as a fraction of the theoretical maximum amount of product (1.0 means a 100% yield; for example, 0.34 means a 34% yield). (1) The product is [CH2:25]([CH:29]1[CH2:34][CH2:33][N:32]([CH2:2][CH2:3][CH2:4][N:5]2[C:10]3[CH:11]=[CH:12][C:13]([F:15])=[CH:14][C:9]=3[O:8][CH2:7][C:6]2=[O:16])[CH2:31][CH2:30]1)[CH2:26][CH2:27][CH3:28]. The reactants are Cl[CH2:2][CH2:3][CH2:4][N:5]1[C:10]2[CH:11]=[CH:12][C:13]([F:15])=[CH:14][C:9]=2[O:8][CH2:7][C:6]1=[O:16].C([O-])([O-])=O.[K+].[K+].[Na+].[I-].[CH2:25]([CH:29]1[CH2:34][CH2:33][NH:32][CH2:31][CH2:30]1)[CH2:26][CH2:27][CH3:28]. The catalyst is CCCCCCC.CCOC(C)=O. The yield is 0.460. (2) The reactants are [CH3:1][O:2][C@H:3]1[CH2:8][CH2:7][CH2:6][C@@H:5]([NH:9][C:10]2[C:15]([C:16]([O:18]CC)=[O:17])=[CH:14][N:13]=[C:12]([S:21][CH3:22])[N:11]=2)[CH2:4]1.[OH-].[Na+].C(O)(=O)CC(CC(O)=O)(C(O)=O)O. The catalyst is C(O)C. The product is [CH3:1][O:2][C@H:3]1[CH2:8][CH2:7][CH2:6][C@@H:5]([NH:9][C:10]2[C:15]([C:16]([OH:18])=[O:17])=[CH:14][N:13]=[C:12]([S:21][CH3:22])[N:11]=2)[CH2:4]1. The yield is 0.890.